Dataset: Forward reaction prediction with 1.9M reactions from USPTO patents (1976-2016). Task: Predict the product of the given reaction. (1) Given the reactants C(O[N:5]([C@H]1CN(C(OC(C)(C)C)=O)[C@H](C(=O)N)C(C)=C1)S(C1C=CC=CC=1[N+]([O-])=O)(=O)=O)C=C.[CH2:35]([O:38][N:39]([C@H:52]1[CH2:57][N:56]([C:58]([O:60][C:61]([CH3:64])([CH3:63])[CH3:62])=[O:59])[C@H:55]([C:65]([OH:67])=O)[C:54]([CH:68]([CH3:70])[CH3:69])=[CH:53]1)[S:40]([C:43]1[CH:48]=[CH:47][CH:46]=[CH:45][C:44]=1[N+:49]([O-:51])=[O:50])(=[O:42])=[O:41])[CH:36]=[CH2:37], predict the reaction product. The product is: [CH2:35]([O:38][N:39]([C@H:52]1[CH2:57][N:56]([C:58]([O:60][C:61]([CH3:63])([CH3:64])[CH3:62])=[O:59])[C@H:55]([C:65](=[O:67])[NH2:5])[C:54]([CH:68]([CH3:70])[CH3:69])=[CH:53]1)[S:40]([C:43]1[CH:48]=[CH:47][CH:46]=[CH:45][C:44]=1[N+:49]([O-:51])=[O:50])(=[O:41])=[O:42])[CH:36]=[CH2:37]. (2) Given the reactants C([NH:7][C:8]1[N:9]=[C:10]([NH:19][C:20]2[CH:25]=[CH:24][CH:23]=[C:22]([CH3:26])[CH:21]=2)[C:11]2[CH:17]=[C:16](Br)[CH:15]=[N:14][C:12]=2[N:13]=1)(=O)C(C)(C)C.[F:27][C:28]1[CH:33]=[CH:32][C:31](B(O)O)=[CH:30][CH:29]=1.C([O-])([O-])=O.[K+].[K+], predict the reaction product. The product is: [NH2:7][C:8]1[N:9]=[C:10]([NH:19][C:20]2[CH:25]=[CH:24][CH:23]=[C:22]([CH3:26])[CH:21]=2)[C:11]2[CH:17]=[C:16]([C:31]3[CH:32]=[CH:33][C:28]([F:27])=[CH:29][CH:30]=3)[CH:15]=[N:14][C:12]=2[N:13]=1. (3) Given the reactants [C:1]([O:5][CH:6]([C:11]1[C:16]([C:17]([F:20])([F:19])[F:18])=[CH:15][CH:14]=[C:13]([N:21]2[CH:25]=[CH:24][C:23]([N+]([O-])=O)=[N:22]2)[C:12]=1[C:29]1[CH:30]=[CH:31][C:32]2[O:37][CH2:36][CH2:35][CH2:34][C:33]=2[CH:38]=1)[C:7]([O:9][CH3:10])=[O:8])([CH3:4])([CH3:3])[CH3:2].[CH2:39]=O.[C:41]([BH3-])#[N:42].[Na+].[Na], predict the reaction product. The product is: [C:1]([O:5][CH:6]([C:11]1[C:16]([C:17]([F:20])([F:19])[F:18])=[CH:15][CH:14]=[C:13]([N:21]2[CH:25]=[CH:24][C:23]([N:42]([CH3:41])[CH3:39])=[N:22]2)[C:12]=1[C:29]1[CH:30]=[CH:31][C:32]2[O:37][CH2:36][CH2:35][CH2:34][C:33]=2[CH:38]=1)[C:7]([O:9][CH3:10])=[O:8])([CH3:4])([CH3:3])[CH3:2]. (4) Given the reactants [Cl:1][C:2]1[CH:3]=[C:4](B2OC(C)(C)C(C)(C)O2)[CH:5]=[CH:6][C:7]=1[O:8][C:9]1[CH:14]=[CH:13][CH:12]=[CH:11][CH:10]=1.I[C:25]1[C:33]2[C:28](=[N:29][CH:30]=[N:31][C:32]=2[NH2:34])[NH:27][N:26]=1.C([O-])([O-])=O.[K+].[K+], predict the reaction product. The product is: [Cl:1][C:2]1[CH:3]=[C:4]([C:25]2[C:33]3[C:28](=[N:29][CH:30]=[N:31][C:32]=3[NH2:34])[NH:27][N:26]=2)[CH:5]=[CH:6][C:7]=1[O:8][C:9]1[CH:10]=[CH:11][CH:12]=[CH:13][CH:14]=1. (5) Given the reactants Cl[CH2:2][C:3]([NH:5][C:6]1[CH:11]=[CH:10][CH:9]=[C:8]([C:12]#[N:13])[CH:7]=1)=[O:4].[CH2:14]([CH:21]1[CH2:26][CH2:25][NH:24][CH2:23][CH2:22]1)[C:15]1[CH:20]=[CH:19][CH:18]=[CH:17][CH:16]=1, predict the reaction product. The product is: [CH2:14]([CH:21]1[CH2:26][CH2:25][N:24]([CH2:2][C:3]([NH:5][C:6]2[CH:11]=[CH:10][CH:9]=[C:8]([C:12]#[N:13])[CH:7]=2)=[O:4])[CH2:23][CH2:22]1)[C:15]1[CH:20]=[CH:19][CH:18]=[CH:17][CH:16]=1. (6) Given the reactants [Cl-].[Na+].[F:3][C:4]1[CH:9]=[CH:8][C:7]([C:10]2[C:15](=[O:16])[N:14]([CH:17]([C:19]([OH:22])([CH3:21])[CH3:20])[CH3:18])[CH:13]=[C:12]([C:23]([OH:25])=O)[CH:11]=2)=[CH:6][CH:5]=1.Cl.[CH3:27][C:28]1[N:32]=[C:31]([C@H:33]([NH2:35])[CH3:34])[O:30][N:29]=1.C(Cl)CCl.ON1C2N=CC=CC=2N=N1.CN1CCOCC1, predict the reaction product. The product is: [F:3][C:4]1[CH:5]=[CH:6][C:7]([C:10]2[C:15](=[O:16])[N:14]([CH:17]([C:19]([OH:22])([CH3:20])[CH3:21])[CH3:18])[CH:13]=[C:12]([C:23]([NH:35][C@@H:33]([C:31]3[O:30][N:29]=[C:28]([CH3:27])[N:32]=3)[CH3:34])=[O:25])[CH:11]=2)=[CH:8][CH:9]=1. (7) Given the reactants [Br:1][C:2]1[N:3]=[C:4]([O:9][CH3:10])[C:5]([NH2:8])=[N:6][CH:7]=1.[C:11]([C:13]1[CH:18]=[CH:17][CH:16]=[CH:15][C:14]=1[S:19](Cl)(=[O:21])=[O:20])#[N:12], predict the reaction product. The product is: [Br:1][C:2]1[N:3]=[C:4]([O:9][CH3:10])[C:5]([NH:8][S:19]([C:14]2[CH:15]=[CH:16][CH:17]=[CH:18][C:13]=2[C:11]#[N:12])(=[O:21])=[O:20])=[N:6][CH:7]=1. (8) Given the reactants Br[C:2]1[CH:14]=[CH:13][C:5]([C:6]([NH:8][CH2:9][CH:10]2[CH2:12][CH2:11]2)=[O:7])=[C:4]([O:15][CH3:16])[CH:3]=1.[Cl:17][C:18]1[CH:23]=[CH:22][C:21]([C:24]2[O:32][C:31]3[CH:30]=[CH:29][NH:28][C:27](=[O:33])[C:26]=3[CH:25]=2)=[CH:20][CH:19]=1.C(=O)([O-])[O-].[K+].[K+].CN[C@@H]1CCCC[C@H]1NC, predict the reaction product. The product is: [Cl:17][C:18]1[CH:19]=[CH:20][C:21]([C:24]2[O:32][C:31]3[CH:30]=[CH:29][N:28]([C:2]4[CH:14]=[CH:13][C:5]([C:6]([NH:8][CH2:9][CH:10]5[CH2:12][CH2:11]5)=[O:7])=[C:4]([O:15][CH3:16])[CH:3]=4)[C:27](=[O:33])[C:26]=3[CH:25]=2)=[CH:22][CH:23]=1.